This data is from Forward reaction prediction with 1.9M reactions from USPTO patents (1976-2016). The task is: Predict the product of the given reaction. (1) Given the reactants [O:1]=[C:2]1[CH:11]=[CH:10][C:9]2[CH:8]=[CH:7][C:6](=[O:12])[N:5]3[C@H:13]([CH2:15][N:16]4[CH2:21][CH2:20][C:19]([NH:23]C(=O)C(F)(F)F)([CH3:22])[CH2:18][CH2:17]4)[CH2:14][N:3]1[C:4]=23.C(=O)([O-])[O-].[K+].[K+], predict the reaction product. The product is: [NH2:23][C:19]1([CH3:22])[CH2:18][CH2:17][N:16]([CH2:15][C@H:13]2[N:5]3[C:4]4[N:3]([C:2](=[O:1])[CH:11]=[CH:10][C:9]=4[CH:8]=[CH:7][C:6]3=[O:12])[CH2:14]2)[CH2:21][CH2:20]1. (2) Given the reactants [Cl:1][C:2]1[CH:7]=[C:6]([Cl:8])[CH:5]=[CH:4][C:3]=1[C:9]1[C:31](=[O:32])[N:30]([CH3:33])[C:12]2[N:13]([CH3:29])[C:14]3[C:19]([C:11]=2[CH:10]=1)=[CH:18][C:17]([C:20](=O)[CH2:21][C:22](=O)[CH2:23][O:24][CH2:25][CH3:26])=[CH:16][CH:15]=3.O.[NH2:35][NH2:36], predict the reaction product. The product is: [Cl:1][C:2]1[CH:7]=[C:6]([Cl:8])[CH:5]=[CH:4][C:3]=1[C:9]1[C:31](=[O:32])[N:30]([CH3:33])[C:12]2[N:13]([CH3:29])[C:14]3[C:19]([C:11]=2[CH:10]=1)=[CH:18][C:17]([C:20]1[NH:35][N:36]=[C:22]([CH2:23][O:24][CH2:25][CH3:26])[CH:21]=1)=[CH:16][CH:15]=3. (3) The product is: [CH2:20]([N:17]([CH2:18][CH3:19])[C:14]1[CH:13]=[CH:12][C:11]([PH:10][C:7]2[CH:8]=[CH:9][C:4]([N:3]([CH2:23][CH3:24])[CH2:1][CH3:2])=[CH:5][CH:6]=2)=[CH:16][CH:15]=1)[CH3:21].[BH3:25]. Given the reactants [CH2:1]([N:3]([CH2:23][CH3:24])[C:4]1[CH:9]=[CH:8][C:7]([PH:10](=O)[C:11]2[CH:16]=[CH:15][C:14]([N:17]([CH2:20][CH3:21])[CH2:18][CH3:19])=[CH:13][CH:12]=2)=[CH:6][CH:5]=1)[CH3:2].[BH3:25].O1CCCC1, predict the reaction product. (4) Given the reactants [CH2:1]([O:8][C:9](Cl)=[O:10])[C:2]1[CH:7]=[CH:6][CH:5]=[CH:4][CH:3]=1.[NH2:12][C:13]1[CH:14]=[C:15]([C:19]2[N:20]=[CH:21][N:22]([CH3:34])[C:23]=2[C:24]2[S:33][C:27]3[N:28]=[CH:29][N:30]=[C:31]([NH2:32])[C:26]=3[CH:25]=2)[CH:16]=[CH:17][CH:18]=1.N1C=CC=CC=1, predict the reaction product. The product is: [CH2:1]([O:8][C:9](=[O:10])[NH:12][C:13]1[CH:18]=[CH:17][CH:16]=[C:15]([C:19]2[N:20]=[CH:21][N:22]([CH3:34])[C:23]=2[C:24]2[S:33][C:27]3[N:28]=[CH:29][N:30]=[C:31]([NH2:32])[C:26]=3[CH:25]=2)[CH:14]=1)[C:2]1[CH:7]=[CH:6][CH:5]=[CH:4][CH:3]=1. (5) Given the reactants [N:1]([C@H:4]1[C:13]2[C:8](=[CH:9][CH:10]=[CH:11][CH:12]=2)[CH2:7][CH2:6][CH2:5]1)=[N+]=[N-].C1(P(C2C=CC=CC=2)C2C=CC=CC=2)C=CC=CC=1, predict the reaction product. The product is: [C@H:4]1([NH2:1])[C:13]2[C:8](=[CH:9][CH:10]=[CH:11][CH:12]=2)[CH2:7][CH2:6][CH2:5]1. (6) Given the reactants O=P12OP3(OP(OP(O3)(O1)=O)(=O)O2)=O.[CH2:15]([O:17][C:18]([C:20]1[C:21]([CH2:26][CH2:27][C:28]([OH:30])=O)=[CH:22][NH:23][C:24]=1[CH3:25])=[O:19])[CH3:16], predict the reaction product. The product is: [CH2:15]([O:17][C:18]([C:20]1[C:21]2[CH2:26][CH2:27][C:28](=[O:30])[C:22]=2[NH:23][C:24]=1[CH3:25])=[O:19])[CH3:16]. (7) The product is: [N+:20]([C:15]1[CH:16]=[N:17][CH:18]=[CH:19][C:14]=1[C:31]1[CH2:40][CH2:39][C:34]2([O:38][CH2:37][CH2:36][O:35]2)[CH2:33][CH:32]=1)([O-:22])=[O:21]. Given the reactants COCCOC.C(=O)([O-])[O-].[Na+].[Na+].Cl[C:14]1[CH:19]=[CH:18][N:17]=[CH:16][C:15]=1[N+:20]([O-:22])=[O:21].CC1(C)C(C)(C)OB([C:31]2[CH2:40][CH2:39][C:34]3([O:38][CH2:37][CH2:36][O:35]3)[CH2:33][CH:32]=2)O1, predict the reaction product. (8) Given the reactants Cl[C:2]1[C:11]([CH3:12])=[CH:10][C:5]([C:6]([O:8][CH3:9])=[O:7])=[CH:4][N:3]=1.[I-].[F:14][C:15]([F:20])([F:19])[CH2:16][CH2:17][Zn+], predict the reaction product. The product is: [CH3:12][C:11]1[C:2]([CH2:17][CH2:16][C:15]([F:20])([F:19])[F:14])=[N:3][CH:4]=[C:5]([CH:10]=1)[C:6]([O:8][CH3:9])=[O:7]. (9) Given the reactants [CH3:1][S:2][C:3]1[CH:11]=[C:10]([C:12]([F:15])([F:14])[F:13])[CH:9]=[C:8]([C:16]([F:19])([F:18])[F:17])[C:4]=1[C:5](Cl)=[O:6].[CH3:20][C:21]([N:31]1[CH2:35][CH2:34][CH2:33][CH2:32]1)([CH3:30])[CH:22]([NH2:29])[C:23]1[CH:28]=[CH:27][CH:26]=[CH:25][CH:24]=1, predict the reaction product. The product is: [CH3:30][C:21]([N:31]1[CH2:32][CH2:33][CH2:34][CH2:35]1)([CH3:20])[CH:22]([NH:29][C:5](=[O:6])[C:4]1[C:8]([C:16]([F:19])([F:18])[F:17])=[CH:9][C:10]([C:12]([F:15])([F:14])[F:13])=[CH:11][C:3]=1[S:2][CH3:1])[C:23]1[CH:28]=[CH:27][CH:26]=[CH:25][CH:24]=1. (10) The product is: [CH:10]([N:7]([CH:12]([CH3:16])[CH3:13])[CH2:8][CH3:9])([CH3:11])[CH3:2].[CH2:21]1[CH2:20][CH2:19][N:7]2[C:23](=[N:26][CH2:24][CH2:25][CH2:5]2)[CH2:17][CH2:22]1.[C:2]([O:15][CH:17]([CH3:23])[CH3:18])(=[O:1])[CH3:3]. Given the reactants [O-:1][CH2:2][CH3:3].[Na+].[CH2:5]([N:7]([CH2:10][CH3:11])[CH2:8][CH3:9])C.[CH2:12]1[CH2:16][O:15]C[CH2:13]1.[C:17]1([CH3:23])[CH:22]=[CH:21][CH:20]=[CH:19][CH:18]=1.[C:24](#[N:26])[CH3:25], predict the reaction product.